This data is from Peptide-MHC class I binding affinity with 185,985 pairs from IEDB/IMGT. The task is: Regression. Given a peptide amino acid sequence and an MHC pseudo amino acid sequence, predict their binding affinity value. This is MHC class I binding data. (1) The peptide sequence is LMYILGTYG. The MHC is HLA-B08:01 with pseudo-sequence HLA-B08:01. The binding affinity (normalized) is 0.366. (2) The peptide sequence is DLKLVDVKL. The MHC is HLA-A01:01 with pseudo-sequence HLA-A01:01. The binding affinity (normalized) is 0.0847. (3) The peptide sequence is ISKIPGGNMY. The MHC is HLA-B15:01 with pseudo-sequence HLA-B15:01. The binding affinity (normalized) is 0.545. (4) The peptide sequence is DAMPGVLSYV. The MHC is HLA-A02:01 with pseudo-sequence HLA-A02:01. The binding affinity (normalized) is 0.650. (5) The peptide sequence is NFASKSASCL. The MHC is Patr-A0901 with pseudo-sequence Patr-A0901. The binding affinity (normalized) is 0.106. (6) The peptide sequence is EQWWTDYW. The MHC is Mamu-B52 with pseudo-sequence Mamu-B52. The binding affinity (normalized) is 0.564.